This data is from Full USPTO retrosynthesis dataset with 1.9M reactions from patents (1976-2016). The task is: Predict the reactants needed to synthesize the given product. (1) Given the product [CH3:17][C@@H:18]1[CH2:22][CH2:21][CH2:20][N:19]1[C:23]1[N:28]=[C:27]([NH:29][C:2]2[C:3]3[N:4]([CH:14]=[CH:15][N:16]=3)[N:5]=[C:6]([C:8]3[CH:13]=[CH:12][CH:11]=[CH:10][CH:9]=3)[CH:7]=2)[CH:26]=[CH:25][CH:24]=1, predict the reactants needed to synthesize it. The reactants are: Br[C:2]1[C:3]2[N:4]([CH:14]=[CH:15][N:16]=2)[N:5]=[C:6]([C:8]2[CH:13]=[CH:12][CH:11]=[CH:10][CH:9]=2)[CH:7]=1.[CH3:17][C@@H:18]1[CH2:22][CH2:21][CH2:20][N:19]1[C:23]1[N:28]=[C:27]([NH2:29])[CH:26]=[CH:25][CH:24]=1.C1C=CC(P(C2C(C3C(P(C4C=CC=CC=4)C4C=CC=CC=4)=CC=C4C=3C=CC=C4)=C3C(C=CC=C3)=CC=2)C2C=CC=CC=2)=CC=1.C([O-])([O-])=O.[Cs+].[Cs+]. (2) Given the product [CH3:4][P:2]([CH2:5][N:6]1[CH2:7][CH2:8][N:9]([CH2:12][C:13]2[CH:18]=[CH:17][C:16]([NH2:19])=[CH:15][C:14]=2[C:22]([F:25])([F:23])[F:24])[CH2:10][CH2:11]1)([CH3:1])=[O:3], predict the reactants needed to synthesize it. The reactants are: [CH3:1][P:2]([CH2:5][N:6]1[CH2:11][CH2:10][N:9]([CH2:12][C:13]2[CH:18]=[CH:17][C:16]([N+:19]([O-])=O)=[CH:15][C:14]=2[C:22]([F:25])([F:24])[F:23])[CH2:8][CH2:7]1)([CH3:4])=[O:3]. (3) Given the product [CH3:28][C:29]1([CH3:36])[O:34][CH2:33][CH:32]([O:22][C:18]2[C:19]([CH3:21])=[CH:20][C:15]([C:12]3[N:11]=[C:10]([C:8]4[CH:7]=[C:6]([CH3:25])[N:5]=[C:4]([N:3]([CH2:1][CH3:2])[CH2:26][CH3:27])[CH:9]=4)[O:14][N:13]=3)=[CH:16][C:17]=2[CH2:23][CH3:24])[CH2:31][O:30]1, predict the reactants needed to synthesize it. The reactants are: [CH2:1]([N:3]([CH2:26][CH3:27])[C:4]1[CH:9]=[C:8]([C:10]2[O:14][N:13]=[C:12]([C:15]3[CH:20]=[C:19]([CH3:21])[C:18]([OH:22])=[C:17]([CH2:23][CH3:24])[CH:16]=3)[N:11]=2)[CH:7]=[C:6]([CH3:25])[N:5]=1)[CH3:2].[CH3:28][C:29]1([CH3:36])[O:34][CH2:33][CH:32](O)[CH2:31][O:30]1. (4) Given the product [O:15]=[C:6]1[C:7]2[C:12](=[CH:11][CH:10]=[CH:9][CH:8]=2)[C:13](=[O:14])[N:5]1[CH2:4][C:3]1[CH:16]=[C:17]([O:22][CH3:23])[C:18]([O:20][CH3:21])=[CH:19][C:2]=1[C:25]#[N:26], predict the reactants needed to synthesize it. The reactants are: Br[C:2]1[CH:19]=[C:18]([O:20][CH3:21])[C:17]([O:22][CH3:23])=[CH:16][C:3]=1[CH2:4][N:5]1[C:13](=[O:14])[C:12]2[C:7](=[CH:8][CH:9]=[CH:10][CH:11]=2)[C:6]1=[O:15].[Cu][C:25]#[N:26]. (5) Given the product [F:42][C:22]1[CH:21]=[C:20]([B:9]2[O:10][C:11]([CH3:16])([CH3:17])[C:12]([CH3:14])([CH3:15])[O:13]2)[CH:25]=[CH:24][C:23]=1[CH2:26][C:27]([NH:29][C:30]1[O:34][N:33]=[C:32]([C:35]([CH3:41])([CH3:40])[C:36]([F:39])([F:37])[F:38])[CH:31]=1)=[O:28], predict the reactants needed to synthesize it. The reactants are: [CH3:16][C:11]1([CH3:17])[C:12]([CH3:15])([CH3:14])[O:13][B:9]([B:9]2[O:13][C:12]([CH3:15])([CH3:14])[C:11]([CH3:17])([CH3:16])[O:10]2)[O:10]1.Br[C:20]1[CH:25]=[CH:24][C:23]([CH2:26][C:27]([NH:29][C:30]2[O:34][N:33]=[C:32]([C:35]([CH3:41])([CH3:40])[C:36]([F:39])([F:38])[F:37])[CH:31]=2)=[O:28])=[C:22]([F:42])[CH:21]=1.CC([O-])=O.[K+]. (6) Given the product [CH3:16][O:15][CH:14]([O:17][CH3:18])[CH2:13][N:12]1[C:3]2[C:4]([C:5]([O:7][CH3:8])=[O:6])=[CH:9][CH:10]=[CH:11][C:2]=2[N:1]=[CH:19]1, predict the reactants needed to synthesize it. The reactants are: [NH2:1][C:2]1[C:3]([NH:12][CH2:13][CH:14]([O:17][CH3:18])[O:15][CH3:16])=[C:4]([CH:9]=[CH:10][CH:11]=1)[C:5]([O:7][CH3:8])=[O:6].[CH:19](OC)(OC)OC. (7) Given the product [NH2:29][CH2:30][CH:3]([C:7]1[CH:8]=[CH:9][CH:10]=[CH:11][CH:12]=1)[CH:2]([C:13]1[C:22]2[C:17](=[CH:18][CH:19]=[CH:20][CH:21]=2)[CH:16]=[CH:15][CH:14]=1)[OH:1], predict the reactants needed to synthesize it. The reactants are: [OH:1][CH:2]([C:13]1[C:22]2[C:17](=[CH:18][CH:19]=[CH:20][CH:21]=2)[CH:16]=[CH:15][CH:14]=1)[CH:3]([C:7]1[CH:12]=[CH:11][CH:10]=[CH:9][CH:8]=1)CC#N.B.C1COCC1.[NH2:29][CH2:30]C(C1C=CC2C(=CC=CC=2)C=1)C(C1C=CC(F)=CC=1)O.